Dataset: Forward reaction prediction with 1.9M reactions from USPTO patents (1976-2016). Task: Predict the product of the given reaction. Given the reactants [OH:1][C:2]1[C:6]([CH2:7][CH2:8][C:9]([O:11][CH2:12][CH3:13])=[O:10])=[CH:5][NH:4][N:3]=1.C(=O)([O-])[O-].[K+].[K+].CN(C)C=O.Cl[C:26]([O:28][CH2:29][C:30]1[CH:35]=[CH:34][CH:33]=[CH:32][CH:31]=1)=[O:27], predict the reaction product. The product is: [OH:1][C:2]1[C:6]([CH2:7][CH2:8][C:9]([O:11][CH2:12][CH3:13])=[O:10])=[CH:5][N:4]([C:26]([O:28][CH2:29][C:30]2[CH:35]=[CH:34][CH:33]=[CH:32][CH:31]=2)=[O:27])[N:3]=1.